The task is: Predict the reaction yield, written as a fraction of the theoretical maximum amount of product (1.0 means a 100% yield; for example, 0.34 means a 34% yield).. This data is from Reaction yield outcomes from USPTO patents with 853,638 reactions. (1) The reactants are [CH2:1]([O:3][C:4]([N:6]1[CH2:12][CH2:11][C:10]2=[N:13][C:14]([C:18]3[CH:23]=[CH:22][N:21]=[CH:20][N:19]=3)=[CH:15][C:16](=[O:17])[N:9]2[CH2:8][CH2:7]1)=[O:5])[CH3:2].C[Si]([N-][Si](C)(C)C)(C)C.[Li+].[CH2:34](I)[CH3:35]. The catalyst is O1CCCC1. The product is [CH2:1]([O:3][C:4]([N:6]1[CH2:12][CH:11]([CH2:34][CH3:35])[C:10]2=[N:13][C:14]([C:18]3[CH:23]=[CH:22][N:21]=[CH:20][N:19]=3)=[CH:15][C:16](=[O:17])[N:9]2[CH2:8][CH2:7]1)=[O:5])[CH3:2]. The yield is 0.180. (2) The reactants are [H-].[Na+].[BH4-].[Na+].O.[NH2:6][C:7]1[N:12]=[C:11]([SH:13])[N:10]=[C:9]([OH:14])[CH:8]=1.Cl[C@@H:16]([C:18]1[CH:23]=[CH:22][CH:21]=[CH:20][CH:19]=1)[CH3:17]. The catalyst is CN(C=O)C. The product is [NH2:6][C:7]1[N:12]=[C:11]([S:13][C@H:16]([C:18]2[CH:23]=[CH:22][CH:21]=[CH:20][CH:19]=2)[CH3:17])[N:10]=[C:9]([OH:14])[CH:8]=1. The yield is 0.460.